Dataset: Catalyst prediction with 721,799 reactions and 888 catalyst types from USPTO. Task: Predict which catalyst facilitates the given reaction. (1) Reactant: FC(F)(F)C(O)=O.[CH2:8]([N:10]([CH2:64][CH3:65])[CH2:11][CH2:12][CH2:13][NH:14][C:15]([C:17]1[CH:18]=[CH:19][C:20]([CH3:63])=[C:21]([C:23]2[CH:28]=[CH:27][C:26]([CH2:29][C@H:30]([NH:45][C:46]([C@H:48]3[CH2:53][CH2:52][C@H:51]([CH2:54][NH:55]C(=O)OC(C)(C)C)[CH2:50][CH2:49]3)=[O:47])[C:31](=[O:44])[NH:32][C:33]3[CH:38]=[CH:37][C:36]([C:39]4[N:40]=[N:41][NH:42][N:43]=4)=[CH:35][CH:34]=3)=[CH:25][CH:24]=2)[CH:22]=1)=[O:16])[CH3:9].[ClH:66]. Product: [ClH:66].[NH2:55][CH2:54][C@H:51]1[CH2:52][CH2:53][C@H:48]([C:46]([NH:45][C@H:30]([C:31](=[O:44])[NH:32][C:33]2[CH:38]=[CH:37][C:36]([C:39]3[N:40]=[N:41][NH:42][N:43]=3)=[CH:35][CH:34]=2)[CH2:29][C:26]2[CH:27]=[CH:28][C:23]([C:21]3[C:20]([CH3:63])=[CH:19][CH:18]=[C:17]([C:15]([NH:14][CH2:13][CH2:12][CH2:11][N:10]([CH2:64][CH3:65])[CH2:8][CH3:9])=[O:16])[CH:22]=3)=[CH:24][CH:25]=2)=[O:47])[CH2:49][CH2:50]1. The catalyst class is: 12. (2) Product: [C:34]([C:33]1[CH:36]=[C:7]([CH2:5][CH2:6][C:16]2([C:19]([O:21][CH2:22][CH3:23])=[O:20])[CH2:15][CH2:14][N:13]([C:24]([O:26][C:27]([CH3:29])([CH3:28])[CH3:30])=[O:25])[CH2:18][CH2:17]2)[CH:38]=[CH:39][C:32]=1[F:31])#[N:35]. Reactant: C(N[CH:5]([CH3:7])[CH3:6])(C)C.C([Li])CCC.[N:13]1([C:24]([O:26][C:27]([CH3:30])([CH3:29])[CH3:28])=[O:25])[CH2:18][CH2:17][CH:16]([C:19]([O:21][CH2:22][CH3:23])=[O:20])[CH2:15][CH2:14]1.[F:31][C:32]1[CH:39]=[CH:38]C=[CH:36][C:33]=1[C:34]#[N:35]. The catalyst class is: 20. (3) Reactant: NCN[C:4]1[CH:12]=[CH:11][C:7]([C:8]([OH:10])=[O:9])=[CH:6][CH:5]=1.C[CH2:14][N:15](C(C)C)C(C)C.C([Si](C)(C)Cl)CCC.Cl[C:31]([C:33]1[CH:42]=[CH:41][C:36]([C:37]([O:39][CH3:40])=[O:38])=[CH:35][CH:34]=1)=[O:32]. Product: [CH3:40][O:39][C:37]([C:36]1[CH:41]=[CH:42][C:33]([C:31]([NH:15][CH2:14][C:4]2[CH:5]=[CH:6][C:7]([C:8]([OH:10])=[O:9])=[CH:11][CH:12]=2)=[O:32])=[CH:34][CH:35]=1)=[O:38]. The catalyst class is: 1.